This data is from Reaction yield outcomes from USPTO patents with 853,638 reactions. The task is: Predict the reaction yield, written as a fraction of the theoretical maximum amount of product (1.0 means a 100% yield; for example, 0.34 means a 34% yield). (1) The reactants are [OH:1][C:2]1[C:9]([OH:10])=[CH:8][CH:7]=[CH:6][C:3]=1[CH:4]=[O:5].C(=O)([O-])[O-].[K+].[K+].I[CH2:18][CH3:19].O. The catalyst is CN(C=O)C. The product is [CH2:18]([O:1][C:2]1[C:9]([OH:10])=[CH:8][CH:7]=[CH:6][C:3]=1[CH:4]=[O:5])[CH3:19]. The yield is 0.550. (2) The reactants are [Br:1][C:2]1[CH:11]=[C:10]2[C:5]([N:6]=[CH:7][C:8]([N:12]3[CH2:17][CH2:16][NH:15][CH2:14][CH2:13]3)=[N:9]2)=[CH:4][CH:3]=1.[CH3:18][O:19][C:20]1[CH:25]=[CH:24][CH:23]=[CH:22][C:21]=1[S:26](Cl)(=[O:28])=[O:27]. The product is [Br:1][C:2]1[CH:11]=[C:10]2[C:5]([N:6]=[CH:7][C:8]([N:12]3[CH2:13][CH2:14][N:15]([S:26]([C:21]4[CH:22]=[CH:23][CH:24]=[CH:25][C:20]=4[O:19][CH3:18])(=[O:28])=[O:27])[CH2:16][CH2:17]3)=[N:9]2)=[CH:4][CH:3]=1. The yield is 0.730. The catalyst is N1C=CC=CC=1.